This data is from Reaction yield outcomes from USPTO patents with 853,638 reactions. The task is: Predict the reaction yield, written as a fraction of the theoretical maximum amount of product (1.0 means a 100% yield; for example, 0.34 means a 34% yield). (1) The reactants are [CH2:1]([CH:3]([C:6]1[C:10]([C:11]([O:13][CH2:14][CH3:15])=[O:12])=[CH:9][NH:8][N:7]=1)[CH2:4][CH3:5])[CH3:2].[CH2:16](Br)[C:17]1[CH:22]=[CH:21][CH:20]=[CH:19][CH:18]=1.C(=O)([O-])[O-].[K+].[K+].Cl. The catalyst is CN(C)C=O. The product is [CH2:16]([N:8]1[CH:9]=[C:10]([C:11]([O:13][CH2:14][CH3:15])=[O:12])[C:6]([CH:3]([CH2:4][CH3:5])[CH2:1][CH3:2])=[N:7]1)[C:17]1[CH:22]=[CH:21][CH:20]=[CH:19][CH:18]=1. The yield is 0.940. (2) The reactants are [CH3:1][N:2]1[CH:6]=[CH:5][CH:4]=[N:3]1.[Li]CCCC.C(O[B:16]1[O:20][C:19]([CH3:22])([CH3:21])[C:18]([CH3:24])([CH3:23])[O:17]1)(C)C. The catalyst is C1COCC1.[NH4+].[Cl-]. The product is [CH3:1][N:2]1[C:6]([B:16]2[O:20][C:19]([CH3:22])([CH3:21])[C:18]([CH3:24])([CH3:23])[O:17]2)=[CH:5][CH:4]=[N:3]1. The yield is 0.770. (3) The reactants are C[O:2][C:3](=[O:42])[C@@H:4]([NH:14][C:15]([C:17]1[N:18]=[C:19]([C:32]2[CH:37]=[CH:36][C:35]([C:38]([F:41])([F:40])[F:39])=[CH:34][CH:33]=2)[O:20][C:21]=1[C:22]1[CH:27]=[CH:26][C:25]([C:28](=[NH:31])[NH:29][OH:30])=[CH:24][CH:23]=1)=[O:16])[CH2:5][S:6][CH2:7][C:8]1[CH:13]=[CH:12][CH:11]=[CH:10][CH:9]=1.[OH-].[Li+]. The catalyst is C1COCC1. The product is [CH2:7]([S:6][CH2:5][C@H:4]([NH:14][C:15]([C:17]1[N:18]=[C:19]([C:32]2[CH:37]=[CH:36][C:35]([C:38]([F:39])([F:40])[F:41])=[CH:34][CH:33]=2)[O:20][C:21]=1[C:22]1[CH:27]=[CH:26][C:25]([C:28](=[NH:31])[NH:29][OH:30])=[CH:24][CH:23]=1)=[O:16])[C:3]([OH:42])=[O:2])[C:8]1[CH:13]=[CH:12][CH:11]=[CH:10][CH:9]=1. The yield is 0.620. (4) The reactants are [F:1][C:2]1[N:12]=[CH:11][C:5]2[NH:6][C:7](=O)[N:8]=[CH:9][C:4]=2[CH:3]=1.S(Cl)(Cl)=O.[F:17][C:18]1[CH:19]=[C:20]([CH:32]=[CH:33][CH:34]=1)[CH2:21][N:22]1[C:30]2[C:25](=[CH:26][C:27]([NH2:31])=[CH:28][CH:29]=2)[CH:24]=[N:23]1. The catalyst is CN(C=O)C.CC(N(C)C)=O. The product is [F:1][C:2]1[N:12]=[CH:11][C:5]2[N:6]=[CH:7][N:8]=[C:9]([NH:31][C:27]3[CH:26]=[C:25]4[C:30](=[CH:29][CH:28]=3)[N:22]([CH2:21][C:20]3[CH:32]=[CH:33][CH:34]=[C:18]([F:17])[CH:19]=3)[N:23]=[CH:24]4)[C:4]=2[CH:3]=1. The yield is 0.800. (5) The reactants are [CH3:1][O:2][C:3]1[CH:39]=[CH:38][C:6]([C:7]([NH:20][C:21]2[N:29]=[CH:28][N:27]=[C:26]3[C:22]=2[N:23]=[CH:24][N:25]3[C@H:30]2[O:35][C@@H:34]([CH2:36][OH:37])[C@@H:32]([OH:33])[CH2:31]2)([C:14]2[CH:19]=[CH:18][CH:17]=[CH:16][CH:15]=2)[C:8]2[CH:13]=[CH:12][CH:11]=[CH:10][CH:9]=2)=[CH:5][CH:4]=1.[CH3:40][O:41][C:42]1[CH:61]=[CH:60][C:45]([C:46](Cl)([C:53]2[CH:58]=[CH:57][CH:56]=[CH:55][CH:54]=2)[C:47]2[CH:52]=[CH:51][CH:50]=[CH:49][CH:48]=2)=[CH:44][CH:43]=1.CO. The catalyst is N1C=CC=CC=1. The product is [CH3:1][O:2][C:3]1[CH:4]=[CH:5][C:6]([C:7]([NH:20][C:21]2[N:29]=[CH:28][N:27]=[C:26]3[C:22]=2[N:23]=[CH:24][N:25]3[C@H:30]2[O:35][C@@H:34]([CH2:36][O:37][C:46]([C:53]3[CH:58]=[CH:57][CH:56]=[CH:55][CH:54]=3)([C:47]3[CH:52]=[CH:51][CH:50]=[CH:49][CH:48]=3)[C:45]3[CH:44]=[CH:43][C:42]([O:41][CH3:40])=[CH:61][CH:60]=3)[C@@H:32]([OH:33])[CH2:31]2)([C:14]2[CH:15]=[CH:16][CH:17]=[CH:18][CH:19]=2)[C:8]2[CH:9]=[CH:10][CH:11]=[CH:12][CH:13]=2)=[CH:38][CH:39]=1. The yield is 0.720. (6) The reactants are [C:1]([NH:4][C:5]1[N:10]=[CH:9][C:8]([NH:11][C:12](=[O:19])OCC(Cl)(Cl)Cl)=[CH:7][N:6]=1)(=[O:3])[CH3:2].[C:20]1([C:26]2[N:27]=[C:28]([N:31]3[CH2:36][CH2:35][NH:34][CH2:33][CH2:32]3)[S:29][CH:30]=2)[CH:25]=[CH:24][CH:23]=[CH:22][CH:21]=1.C(N(C(C)C)CC)(C)C.CS(C)=O. The catalyst is O. The product is [C:1]([NH:4][C:5]1[N:6]=[CH:7][C:8]([NH:11][C:12]([N:34]2[CH2:35][CH2:36][N:31]([C:28]3[S:29][CH:30]=[C:26]([C:20]4[CH:25]=[CH:24][CH:23]=[CH:22][CH:21]=4)[N:27]=3)[CH2:32][CH2:33]2)=[O:19])=[CH:9][N:10]=1)(=[O:3])[CH3:2]. The yield is 0.400.